Dataset: Forward reaction prediction with 1.9M reactions from USPTO patents (1976-2016). Task: Predict the product of the given reaction. (1) Given the reactants Br[CH2:2][CH2:3][CH2:4][OH:5].[NH:6]1[CH2:10][CH2:9][CH2:8][CH2:7]1, predict the reaction product. The product is: [N:6]1([CH2:2][CH2:3][CH2:4][OH:5])[CH2:10][CH2:9][CH2:8][CH2:7]1. (2) Given the reactants C(Cl)(=O)C(Cl)=O.ClCCl.[CH:10]1([N:16]([CH:32]2[CH2:37][CH2:36][CH2:35][CH2:34][CH2:33]2)[C:17](=O)[N:18]([CH:25]2[CH2:30][CH2:29][CH2:28][CH2:27][CH2:26]2)[CH:19]2[CH2:24][CH2:23][CH2:22][CH2:21][CH2:20]2)[CH2:15][CH2:14][CH2:13][CH2:12][CH2:11]1.[NH3:38].CO, predict the reaction product. The product is: [CH:10]1([N:16]([CH:32]2[CH2:37][CH2:36][CH2:35][CH2:34][CH2:33]2)[C:17]([N:18]([CH:25]2[CH2:30][CH2:29][CH2:28][CH2:27][CH2:26]2)[CH:19]2[CH2:24][CH2:23][CH2:22][CH2:21][CH2:20]2)=[NH:38])[CH2:15][CH2:14][CH2:13][CH2:12][CH2:11]1. (3) Given the reactants [Br:1][CH:2]1[C:7](=O)[CH2:6][CH2:5][N:4](C(OC(C)(C)C)=O)[CH2:3]1.[C:16](=[S:24])([NH2:23])[C:17]1[CH:22]=[CH:21][CH:20]=[CH:19][CH:18]=1, predict the reaction product. The product is: [BrH:1].[C:17]1([C:16]2[S:24][C:2]3[CH2:3][NH:4][CH2:5][CH2:6][C:7]=3[N:23]=2)[CH:22]=[CH:21][CH:20]=[CH:19][CH:18]=1. (4) Given the reactants [Br:1][C:2]1[CH:3]=[CH:4][C:5]([O:33][C:34]([C:37]([O:39]CC)=[O:38])([CH3:36])[CH3:35])=[C:6]([CH:8]2[CH2:13][C:12](=[O:14])[NH:11][CH:10]([C:15]3[CH:20]=[C:19]([F:21])[CH:18]=[CH:17][C:16]=3[CH3:22])[C:9]32[C:30]2[C:25](=[CH:26][C:27]([Cl:31])=[CH:28][CH:29]=2)[NH:24][C:23]3=[O:32])[CH:7]=1.[OH-].[Na+], predict the reaction product. The product is: [Br:1][C:2]1[CH:3]=[CH:4][C:5]([O:33][C:34]([C:37]([OH:39])=[O:38])([CH3:36])[CH3:35])=[C:6]([CH:8]2[CH2:13][C:12](=[O:14])[NH:11][CH:10]([C:15]3[CH:20]=[C:19]([F:21])[CH:18]=[CH:17][C:16]=3[CH3:22])[C:9]32[C:30]2[C:25](=[CH:26][C:27]([Cl:31])=[CH:28][CH:29]=2)[NH:24][C:23]3=[O:32])[CH:7]=1. (5) Given the reactants [CH2:1]([N:8]1[CH2:16][CH:15]2[CH:10]([CH2:11][NH:12][CH2:13][CH2:14]2)[CH2:9]1)[C:2]1[CH:7]=[CH:6][CH:5]=[CH:4][CH:3]=1.C([O-])([O-])=O.[Na+].[Na+].[CH3:23][C:24]([O:27][C:28](O[C:28]([O:27][C:24]([CH3:26])([CH3:25])[CH3:23])=[O:29])=[O:29])([CH3:26])[CH3:25], predict the reaction product. The product is: [CH2:1]([N:8]1[CH2:16][CH:15]2[CH:10]([CH2:11][N:12]([C:28]([O:27][C:24]([CH3:26])([CH3:25])[CH3:23])=[O:29])[CH2:13][CH2:14]2)[CH2:9]1)[C:2]1[CH:7]=[CH:6][CH:5]=[CH:4][CH:3]=1. (6) Given the reactants [Cl:1][C:2]1[CH:7]=[CH:6][CH:5]=[C:4]([Cl:8])[C:3]=1[CH2:9][S:10]([C:13]1[CH:14]=[C:15]2[C:19](=[CH:20][CH:21]=1)[NH:18][C:17](=[O:22])[CH2:16]2)(=[O:12])=[O:11].[CH:23]([C:25]1[NH:29][C:28]([CH3:30])=[C:27]([CH2:31][CH2:32][C:33]([OH:35])=[O:34])[C:26]=1[CH3:36])=O.N1CCCCC1, predict the reaction product. The product is: [Cl:8][C:4]1[CH:5]=[CH:6][CH:7]=[C:2]([Cl:1])[C:3]=1[CH2:9][S:10]([C:13]1[CH:14]=[C:15]2[C:19](=[CH:20][CH:21]=1)[NH:18][C:17](=[O:22])/[C:16]/2=[CH:23]\[C:25]1[NH:29][C:28]([CH3:30])=[C:27]([CH2:31][CH2:32][C:33]([OH:35])=[O:34])[C:26]=1[CH3:36])(=[O:12])=[O:11]. (7) Given the reactants [NH2:1][C:2]1[CH:3]=[C:4]([CH:14]=[CH:15][C:16]=1[O:17][CH3:18])[C:5]([NH:7][C:8]1[CH:13]=[CH:12][CH:11]=[CH:10][CH:9]=1)=[O:6].I[C:20]1[CH:25]=[CH:24][CH:23]=[C:22]([N+:26]([O-:28])=[O:27])[CH:21]=1.C(=O)([O-])[O-].[K+].[K+], predict the reaction product. The product is: [N+:26]([C:22]1[CH:21]=[C:20]([NH:1][C:2]2[CH:3]=[C:4]([CH:14]=[CH:15][C:16]=2[O:17][CH3:18])[C:5]([NH:7][C:8]2[CH:13]=[CH:12][CH:11]=[CH:10][CH:9]=2)=[O:6])[CH:25]=[CH:24][CH:23]=1)([O-:28])=[O:27]. (8) Given the reactants [NH2:1][C:2]1[CH:10]=[C:9]([C:11]([O:13]C)=[O:12])[CH:8]=[C:7]2[C:3]=1[CH:4]=[CH:5][NH:6]2.N1C=CC=CC=1.Cl[CH2:22][CH2:23][CH2:24][CH2:25][S:26](Cl)(=[O:28])=[O:27].CCN(CC)CC.[OH-].[Na+], predict the reaction product. The product is: [O:27]=[S:26]1(=[O:28])[CH2:25][CH2:24][CH2:23][CH2:22][N:1]1[C:2]1[CH:10]=[C:9]([C:11]([OH:13])=[O:12])[CH:8]=[C:7]2[C:3]=1[CH:4]=[CH:5][NH:6]2. (9) Given the reactants Br[C:2]1[CH:3]=[C:4]2[C:9](=[CH:10][CH:11]=1)[N:8]=[C:7]([O:12][CH3:13])[C:6]([CH2:14][C:15]1[CH:20]=[CH:19][C:18]([C:21]([F:24])([F:23])[F:22])=[CH:17][CH:16]=1)=[C:5]2[Cl:25].[Li]CCCC.[CH3:31][C:32]1[O:33][C:34]([CH:38]=[O:39])=[C:35]([CH3:37])[N:36]=1, predict the reaction product. The product is: [Cl:25][C:5]1[C:4]2[C:9](=[CH:10][CH:11]=[C:2]([CH:38]([C:34]3[O:33][C:32]([CH3:31])=[N:36][C:35]=3[CH3:37])[OH:39])[CH:3]=2)[N:8]=[C:7]([O:12][CH3:13])[C:6]=1[CH2:14][C:15]1[CH:20]=[CH:19][C:18]([C:21]([F:24])([F:23])[F:22])=[CH:17][CH:16]=1.